From a dataset of Catalyst prediction with 721,799 reactions and 888 catalyst types from USPTO. Predict which catalyst facilitates the given reaction. Reactant: CS([C:4]1(SC)[CH2:7][CH:6]([O:8][CH2:9][C:10]2[CH:15]=[CH:14][CH:13]=[CH:12][CH:11]=2)[CH2:5]1)=O.Cl(O)(=O)(=O)=[O:19].C([O-])(O)=O.[Na+].[O-]S([O-])(=O)=O.[Mg+2]. Product: [CH2:9]([O:8][CH:6]1[CH2:7][C:4](=[O:19])[CH2:5]1)[C:10]1[CH:15]=[CH:14][CH:13]=[CH:12][CH:11]=1. The catalyst class is: 28.